Dataset: Catalyst prediction with 721,799 reactions and 888 catalyst types from USPTO. Task: Predict which catalyst facilitates the given reaction. (1) Product: [CH3:1][O:2][C:3]1[CH:4]=[C:5]([NH:15][C:16]2[S:17][C:28]3[CH2:29][CH2:30][CH2:31][CH:26]([C:22]4[CH:23]=[CH:24][CH:25]=[CH:20][CH:21]=4)[C:27]=3[N:18]=2)[CH:6]=[CH:7][C:8]=1[C:9]1[S:13][C:12]([CH3:14])=[N:11][CH:10]=1. The catalyst class is: 8. Reactant: [CH3:1][O:2][C:3]1[CH:4]=[C:5]([NH:15][C:16]([NH2:18])=[S:17])[CH:6]=[CH:7][C:8]=1[C:9]1[S:13][C:12]([CH3:14])=[N:11][CH:10]=1.Br[CH:20]1[CH2:25][CH2:24][CH2:23][CH:22]([C:26]2[CH:31]=[CH:30][CH:29]=[CH:28][CH:27]=2)[C:21]1=O. (2) Reactant: Cl.[Cl:2][C:3]1[CH:4]=[C:5]([NH:11][C@H:12]([CH2:18][NH:19][CH2:20][CH3:21])[CH2:13][C:14](OC)=[O:15])[CH:6]=[CH:7][C:8]=1[C:9]#[N:10].O.C(=O)(O)[O-].[Na+]. Product: [Cl:2][C:3]1[CH:4]=[C:5]([NH:11][C@H:12]2[CH2:13][C:14](=[O:15])[N:19]([CH2:20][CH3:21])[CH2:18]2)[CH:6]=[CH:7][C:8]=1[C:9]#[N:10]. The catalyst class is: 13. (3) Reactant: [H-].[Na+].[NH:3]1[CH:7]=[CH:6][CH:5]=[N:4]1.[C:8]1([C:22]2[CH:27]=[CH:26][CH:25]=[CH:24][CH:23]=2)[CH:13]=[CH:12][CH:11]=[C:10]([N:14]2[CH:18]=[C:17]([C:19](Cl)=[O:20])[N:16]=[CH:15]2)[CH:9]=1.O. Product: [C:8]1([C:22]2[CH:23]=[CH:24][CH:25]=[CH:26][CH:27]=2)[CH:13]=[CH:12][CH:11]=[C:10]([N:14]2[CH:18]=[C:17]([C:19]([N:3]3[CH:7]=[CH:6][CH:5]=[N:4]3)=[O:20])[N:16]=[CH:15]2)[CH:9]=1. The catalyst class is: 3.